This data is from Peptide-MHC class I binding affinity with 185,985 pairs from IEDB/IMGT. The task is: Regression. Given a peptide amino acid sequence and an MHC pseudo amino acid sequence, predict their binding affinity value. This is MHC class I binding data. (1) The peptide sequence is KLLLWFNYL. The MHC is HLA-A03:01 with pseudo-sequence HLA-A03:01. The binding affinity (normalized) is 0. (2) The peptide sequence is IPIPSSWAI. The MHC is HLA-B54:01 with pseudo-sequence HLA-B54:01. The binding affinity (normalized) is 0.811. (3) The peptide sequence is LYRYIQWLR. The MHC is HLA-A01:01 with pseudo-sequence HLA-A01:01. The binding affinity (normalized) is 0.0847.